This data is from Full USPTO retrosynthesis dataset with 1.9M reactions from patents (1976-2016). The task is: Predict the reactants needed to synthesize the given product. (1) The reactants are: [C:1]1([CH:7]2[N:21]3[C:22]4[C:14]([C:15]5[C:16](=[O:23])[CH2:17][CH2:18][CH2:19][C:20]=53)=[CH:13][CH:12]=[CH:11][C:10]=4[O:9][CH2:8]2)[CH:6]=[CH:5][CH:4]=[CH:3][CH:2]=1.C1(C)C=CC=CC=1.O. Given the product [C:1]1([CH:7]2[N:21]3[C:22]4[C:14]([C:15]5[C:20]3=[CH:19][CH:18]=[CH:17][C:16]=5[OH:23])=[CH:13][CH:12]=[CH:11][C:10]=4[O:9][CH2:8]2)[CH:2]=[CH:3][CH:4]=[CH:5][CH:6]=1, predict the reactants needed to synthesize it. (2) Given the product [F:8][C:6]1[CH:5]=[CH:4][C:3]2[CH:9]([N:14]3[C:22]4[C:17](=[CH:18][CH:19]=[CH:20][CH:21]=4)[C:16]([CH3:24])([CH3:23])[C:15]3=[O:25])[CH:10]([CH2:11][OH:12])[O:13][C:2]=2[CH:7]=1, predict the reactants needed to synthesize it. The reactants are: F[C:2]1[CH:7]=[C:6]([F:8])[CH:5]=[CH:4][C:3]=1[CH:9]([N:14]1[C:22]2[C:17](=[CH:18][CH:19]=[CH:20][CH:21]=2)[C:16]([CH3:24])([CH3:23])[C:15]1=[O:25])[CH:10]([OH:13])[CH2:11][OH:12].CC(C)([O-])C.[K+]. (3) The reactants are: CO[C:3]([C@@H:5]1[CH2:10][CH2:9][CH2:8][CH2:7][C@@H:6]1[C:11]([OH:13])=[O:12])=O.C(N(CC)CC)C.ClC(OCC)=O. Given the product [C:11]1(=[O:12])[C@H:6]2[C@H:5]([CH2:10][CH2:9][CH2:8][CH2:7]2)[CH2:3][O:13]1, predict the reactants needed to synthesize it. (4) Given the product [CH2:1]([N:8]1[CH2:17][C:16]2[NH:15][C:14]3[CH2:22][O:21][C:19](=[O:20])[C:13]=3[CH:12]([C:23]3[CH:28]=[CH:27][C:26]([F:29])=[C:25]([Br:30])[CH:24]=3)[C:11]=2[C:10](=[O:31])[CH2:9]1)[C:2]1[CH:3]=[CH:4][CH:5]=[CH:6][CH:7]=1, predict the reactants needed to synthesize it. The reactants are: [CH2:1]([N:8]1[CH2:17][C:16]2[NH:15][C:14](C)=[C:13]([C:19]([O:21][CH3:22])=[O:20])[CH:12]([C:23]3[CH:28]=[CH:27][C:26]([F:29])=[C:25]([Br:30])[CH:24]=3)[C:11]=2[C:10](=[O:31])[CH2:9]1)[C:2]1[CH:7]=[CH:6][CH:5]=[CH:4][CH:3]=1.[Br-].[Br-].[Br-].[NH+]1C=CC=CC=1.[NH+]1C=CC=CC=1.[NH+]1C=CC=CC=1.